This data is from Full USPTO retrosynthesis dataset with 1.9M reactions from patents (1976-2016). The task is: Predict the reactants needed to synthesize the given product. (1) Given the product [NH2:37][N:6]1[N:5]=[C:4]([CH:1]([CH3:3])[CH3:2])[C:13]2[CH:12]3[CH2:14][CH2:15][CH:9]([CH2:10][CH2:11]3)[C:8]=2[C:7]1=[O:16], predict the reactants needed to synthesize it. The reactants are: [CH:1]([C:4]1[C:13]2[CH:12]3[CH2:14][CH2:15][CH:9]([CH2:10][CH2:11]3)[C:8]=2[C:7](=[O:16])[NH:6][N:5]=1)([CH3:3])[CH3:2].CC([O-])(C)C.[K+].C1(P([NH:37]O)(C2C=CC=CC=2)=O)C=CC=CC=1. (2) Given the product [CH2:1]([O:8][C:9]1[CH:14]=[C:13]([O:15][CH2:16][O:17][CH3:18])[CH:12]=[CH:11][C:10]=1[C:19]([C:21]1[CH:22]=[CH:23][C:24]([OH:27])=[CH:25][CH:26]=1)=[O:20])[C:2]1[CH:3]=[CH:4][CH:5]=[CH:6][CH:7]=1, predict the reactants needed to synthesize it. The reactants are: [CH2:1]([O:8][C:9]1[CH:14]=[C:13]([O:15][CH2:16][O:17][CH3:18])[CH:12]=[CH:11][C:10]=1[CH:19]([C:21]1[CH:26]=[CH:25][C:24]([O:27][Si](C(C)C)(C(C)C)C(C)C)=[CH:23][CH:22]=1)[OH:20])[C:2]1[CH:7]=[CH:6][CH:5]=[CH:4][CH:3]=1. (3) Given the product [OH:25][C@H:24]([C:26]1[CH:27]=[CH:28][C:29]([OH:32])=[CH:30][CH:31]=1)[C@@H:23]([NH:22][CH2:4][CH2:5][C:6]1[C:18]([CH3:19])=[CH:17][C:9]([O:10][CH2:11][C:12]([O:14][CH2:15][CH3:16])=[O:13])=[C:8]([CH3:20])[CH:7]=1)[CH3:33], predict the reactants needed to synthesize it. The reactants are: C(O[CH:4](O)[CH2:5][C:6]1[C:18]([CH3:19])=[CH:17][C:9]([O:10][CH2:11][C:12]([O:14][CH2:15][CH3:16])=[O:13])=[C:8]([CH3:20])[CH:7]=1)C.[NH2:22][C@@H:23]([CH3:33])[C@@H:24]([C:26]1[CH:31]=[CH:30][C:29]([OH:32])=[CH:28][CH:27]=1)[OH:25]. (4) Given the product [O:10]1[C:6]2[CH:5]=[CH:4][N:3]=[C:2](/[CH:13]=[CH:12]/[C:11]([NH2:15])=[O:14])[C:7]=2[CH:8]=[CH:9]1, predict the reactants needed to synthesize it. The reactants are: Cl[C:2]1[C:7]2[CH:8]=[CH:9][O:10][C:6]=2[CH:5]=[CH:4][N:3]=1.[C:11]([NH2:15])(=[O:14])[CH:12]=[CH2:13].C([O-])(=O)C.[Na+].C1(C)C=CC=CC=1P(C1C=CC=CC=1C)C1C=CC=CC=1C. (5) Given the product [Br:1][C:2]1[C:11]2[CH2:10][CH2:9][CH2:8][CH2:7][C:6]=2[C:5]([O:12][CH3:13])=[N:4][CH:3]=1, predict the reactants needed to synthesize it. The reactants are: [Br:1][C:2]1[C:11]2[CH2:10][CH2:9][CH2:8][CH2:7][C:6]=2[C:5](=[O:12])[NH:4][CH:3]=1.[CH3:13]I. (6) The reactants are: [OH:1][CH:2]1[C:10]2[S:9][C:8]([C:11]3[CH:18]=[CH:17][C:14]([CH:15]=O)=[CH:13][CH:12]=3)=[N:7][C:6]=2[CH2:5][CH2:4][CH2:3]1.[CH3:19][NH:20][CH3:21].[BH4-].[Na+]. Given the product [CH3:19][N:20]([CH2:15][C:14]1[CH:17]=[CH:18][C:11]([C:8]2[S:9][C:10]3[CH:2]([OH:1])[CH2:3][CH2:4][CH2:5][C:6]=3[N:7]=2)=[CH:12][CH:13]=1)[CH3:21], predict the reactants needed to synthesize it. (7) Given the product [CH2:21]([C:4]1[N:5]=[N+:6]([O-:19])[C:7]2[C:16]([N:17]=1)=[CH:15][C:14]1[CH2:13][N:12]([CH3:18])[CH2:11][CH2:10][C:9]=1[CH:8]=2)[CH3:22], predict the reactants needed to synthesize it. The reactants are: N#N.Cl[C:4]1[N:5]=[N+:6]([O-:19])[C:7]2[C:16]([N:17]=1)=[CH:15][C:14]1[CH2:13][N:12]([CH3:18])[CH2:11][CH2:10][C:9]=1[CH:8]=2.[Sn](CC)(CC)(CC)[CH2:21][CH3:22].